Task: Binary Classification. Given a miRNA mature sequence and a target amino acid sequence, predict their likelihood of interaction.. Dataset: Experimentally validated miRNA-target interactions with 360,000+ pairs, plus equal number of negative samples (1) The miRNA is hsa-miR-6088 with sequence AGAGAUGAAGCGGGGGGGCG. The protein sequence of the target gene is MIYTMKKVHALWASVCLLLNLAPAPLNADSEEDEEHTIITDTELPPLKLMHSFCAFKADDGPCKAIMKRFFFNIFTRQCEEFIYGGCEGNQNRFESLEECKKMCTRDNANRIIKTTLQQEKPDFCFLEEDPGICRGYITRYFYNNQTKQCERFKYGGCLGNMNNFETLEECKNICEDGPNGFQVDNYGTQLNAVNNSLTPQSTKVPSLFEFHGPSWCLTPADRGLCRANENRFYYNSVIGKCRPFKYSGCGGNENNFTSKQECLRACKKGFIQRISKGGLIKTKRKRKKQRVKIAYEEIF.... Result: 1 (interaction). (2) The protein sequence of the target gene is MVSSVLEVSHVFCCPNRVRGALSWNTGPGGLLAFGTSCSVVLYDPQKKVVITNLNGHTARVNCLQWIRTEDGSPSNELVSGGSDNRVIHWELENNQVLKSVRLQGHEGPVCAVHAIYQSGPSEGEQHALIASAASDSTVRIWSKKGSEVKYLQTLSFRDGFVLSVCLAILPGTNVPVLACGDDDCRIHLYIQQDDQFQKALSLCGHEDWIRGVEWATFGRDLFLASCSQDCLIRIWRLYMKPASFETKDGSLRLKENTFTIKDGGVRTTVAVTLETVLAGHENWVNAVHWQPSFYKDGVL.... The miRNA is hsa-miR-6891-3p with sequence CCCUCAUCUUCCCCUCCUUUC. Result: 0 (no interaction). (3) The miRNA is hsa-miR-7162-5p with sequence UGCUUCCUUUCUCAGCUG. The protein sequence of the target gene is MKWLLFFGALIGAGICGRDKFFGDQVFRINVRNGDEIRKLTELVNSDHLKLSVWKSPSTFDRPVDILVPSVSLLPVKSFLKSQGLDYSVTIEDLQALLDNEDEEMQHNEGIERSGDFNYGAYHPLEAIYHEMDSIATDFPELVSRVKIGETFEKRPMYVLKFSTGGGKKRPAIWLNAGIHAREWISQATAIWTARKIVTDYKKDPAITSILKKVDIFLLPVANPDGYVYTQSQNRLWRKTRSRNPGSRCVGADPNRNWNASFAGEGTSDNPCSEVYHGSHPNSEVEVKSVVDFIQKHGNF.... Result: 0 (no interaction). (4) The miRNA is mmu-miR-129-5p with sequence CUUUUUGCGGUCUGGGCUUGC. The protein sequence of the target gene is MATHRTLLMCLGLPLFFPGALAQNHAPPGCSPDLDPLYYNLCDRSGAWGIVSEAVAGAGIITTFVLTIILVASLPFVQDTKKRSLLGTQVFFLLGTLGLFCLVFACVVKPDFSTCASRRFLFGVLFAICFSCLVAHVLSLNFLTRKNHGPRGWVIFTVALLLTLVEVIINTEWLIITLVRGGGQVSPLGNVSADSTMTSPCAIANMDFVMALIYVMLLLLTAFLGAWPTLCGRFKRWRKHGVFVLLTTVISIAIWVVWIVMYTYGNEQHHSPTWDDPTLAIALAANAWTFVLFYVIPEVS.... Result: 1 (interaction).